Dataset: Reaction yield outcomes from USPTO patents with 853,638 reactions. Task: Predict the reaction yield, written as a fraction of the theoretical maximum amount of product (1.0 means a 100% yield; for example, 0.34 means a 34% yield). The reactants are [Cl:1][C:2]1[CH:3]=[CH:4][C:5]([CH3:44])=[C:6]([C@@H:8]([C@@H:17]2[CH2:22][CH2:21][CH2:20][N:19]([C:23](=[O:43])[NH:24][CH2:25][C@@H:26]([N:34](C(OC(C)(C)C)=O)[CH3:35])[CH2:27][C@H:28]3[CH2:33][CH2:32][CH2:31][O:30][CH2:29]3)[CH2:18]2)[O:9][CH2:10][CH2:11][NH:12][C:13](=[O:16])[O:14][CH3:15])[CH:7]=1.C(O)(C(F)(F)F)=O.C(Cl)Cl. No catalyst specified. The product is [Cl:1][C:2]1[CH:3]=[CH:4][C:5]([CH3:44])=[C:6]([C@@H:8]([C@@H:17]2[CH2:22][CH2:21][CH2:20][N:19]([C:23](=[O:43])[NH:24][CH2:25][C@@H:26]([NH:34][CH3:35])[CH2:27][C@H:28]3[CH2:33][CH2:32][CH2:31][O:30][CH2:29]3)[CH2:18]2)[O:9][CH2:10][CH2:11][NH:12][C:13](=[O:16])[O:14][CH3:15])[CH:7]=1. The yield is 0.0900.